This data is from Reaction yield outcomes from USPTO patents with 853,638 reactions. The task is: Predict the reaction yield, written as a fraction of the theoretical maximum amount of product (1.0 means a 100% yield; for example, 0.34 means a 34% yield). (1) The reactants are [CH3:1][S:2]([C:5]1[CH:10]=[CH:9][C:8]([CH2:11]O)=[CH:7][CH:6]=1)(=[O:4])=[O:3].CCN(CC)CC.CS([Cl:24])(=O)=O. The catalyst is C(Cl)Cl. The product is [Cl:24][CH2:11][C:8]1[CH:9]=[CH:10][C:5]([S:2]([CH3:1])(=[O:4])=[O:3])=[CH:6][CH:7]=1. The yield is 0.629. (2) The reactants are P(F)(F)(F)(F)F.N1(OC(N(C)C)=[N+](C)C)C2N=CC=CC=2N=N1.C(N(C(C)C)CC)(C)C.[OH:33][C:34]1[CH:42]=[C:41]([OH:43])[CH:40]=[CH:39][C:35]=1[C:36]([OH:38])=O.[C:44]1([CH:54]2[CH2:58][CH2:57][CH2:56][NH:55]2)[C:53]2[C:48](=[CH:49][CH:50]=[CH:51][CH:52]=2)[CH:47]=[CH:46][CH:45]=1.C([O-])(O)=O.[Na+]. The catalyst is CN(C=O)C. The product is [C:44]1([CH:54]2[CH2:58][CH2:57][CH2:56][N:55]2[C:36]([C:35]2[CH:39]=[CH:40][C:41]([OH:43])=[CH:42][C:34]=2[OH:33])=[O:38])[C:53]2[C:48](=[CH:49][CH:50]=[CH:51][CH:52]=2)[CH:47]=[CH:46][CH:45]=1. The yield is 0.100. (3) The reactants are [C:1]1([CH2:7][CH:8]([NH:10][CH2:11][C:12]2[CH:17]=[CH:16][CH:15]=[CH:14][CH:13]=2)[CH3:9])[CH:6]=[CH:5][CH:4]=[CH:3][CH:2]=1.C(O)(=O)[C@H](C1C=CC=CC=1)O. No catalyst specified. The product is [C:1]1([CH2:7][C@H:8]([NH:10][CH2:11][C:12]2[CH:13]=[CH:14][CH:15]=[CH:16][CH:17]=2)[CH3:9])[CH:2]=[CH:3][CH:4]=[CH:5][CH:6]=1. The yield is 0.570.